From a dataset of Peptide-MHC class II binding affinity with 134,281 pairs from IEDB. Regression. Given a peptide amino acid sequence and an MHC pseudo amino acid sequence, predict their binding affinity value. This is MHC class II binding data. (1) The peptide sequence is TNIRQAGVQYSR. The MHC is DRB4_0101 with pseudo-sequence DRB4_0103. The binding affinity (normalized) is 0.874. (2) The peptide sequence is NFFRMVISNPQAT. The MHC is DRB1_0401 with pseudo-sequence DRB1_0401. The binding affinity (normalized) is 0.723. (3) The peptide sequence is AYVYFASDASTYTTG. The MHC is DRB3_0202 with pseudo-sequence DRB3_0202. The binding affinity (normalized) is 0.606. (4) The peptide sequence is MLHHWIKVEYGNLSL. The MHC is DRB1_1101 with pseudo-sequence DRB1_1101. The binding affinity (normalized) is 0.495. (5) The peptide sequence is QLYSKFLLKAEPLAF. The MHC is HLA-DQA10401-DQB10402 with pseudo-sequence HLA-DQA10401-DQB10402. The binding affinity (normalized) is 0.401. (6) The MHC is DRB1_0301 with pseudo-sequence DRB1_0301. The binding affinity (normalized) is 0.0560. The peptide sequence is EVITKLGERKILRPRWI.